Dataset: Forward reaction prediction with 1.9M reactions from USPTO patents (1976-2016). Task: Predict the product of the given reaction. Given the reactants C(=O)([O-])[O-].[K+].[K+].[N+]([C:10]1[CH:11]=[C:12]([C:18]#[N:19])[C:13](=[CH:16][CH:17]=1)[C:14]#[N:15])([O-])=O.Cl, predict the reaction product. The product is: [C:18](#[N:19])[C:12]1[C:13](=[CH:16][CH:17]=[CH:10][CH:11]=1)[C:14]#[N:15].